From a dataset of Reaction yield outcomes from USPTO patents with 853,638 reactions. Predict the reaction yield, written as a fraction of the theoretical maximum amount of product (1.0 means a 100% yield; for example, 0.34 means a 34% yield). (1) The yield is 0.750. The catalyst is O1CCCC1. The product is [CH:17]1([C:16]2[C:11]3[C:10](=[O:24])[NH:9][C:8]([C:5]4[CH:6]=[CH:7][C:2]([N:1]([S:28]([CH3:27])(=[O:30])=[O:29])[S:28]([CH3:27])(=[O:30])=[O:29])=[CH:3][C:4]=4[O:25][CH3:26])=[N:13][C:12]=3[N:14]([CH3:23])[N:15]=2)[CH2:22][CH2:21][CH2:20][CH2:19][CH2:18]1. The reactants are [NH2:1][C:2]1[CH:7]=[CH:6][C:5]([C:8]2[NH:9][C:10](=[O:24])[C:11]3[C:16]([CH:17]4[CH2:22][CH2:21][CH2:20][CH2:19][CH2:18]4)=[N:15][N:14]([CH3:23])[C:12]=3[N:13]=2)=[C:4]([O:25][CH3:26])[CH:3]=1.[CH3:27][S:28](Cl)(=[O:30])=[O:29].C(N(CC)CC)C.C(=O)([O-])O.[Na+]. (2) The reactants are [C:1]([NH:8][C@H:9]([C:14]([OH:16])=[O:15])[CH2:10]C(=O)N)([O:3][C:4]([CH3:7])([CH3:6])[CH3:5])=[O:2].CCOC(C)=O.C(#[N:25])C.CC(OI(OC(C)=O)C1C=CC=CC=1)=O. The catalyst is O. The product is [NH:8]([C:1]([O:3][C:4]([CH3:5])([CH3:6])[CH3:7])=[O:2])[C@H:9]([C:14]([OH:16])=[O:15])[CH2:10][NH2:25]. The yield is 0.620. (3) The reactants are CC(C1C=CC(B2OC(C)(C)C(C)(C)O2)=CC=1)(C)C(OCC)=O.BrC1C=CC(S(CC2CC2)(=O)=O)=CC=1.[CH:38]1([CH2:41][S:42]([C:45]2[CH:50]=[CH:49][C:48]([C:51]3[CH:56]=[CH:55][C:54]([C:57]([CH3:64])([CH3:63])[C:58]([O:60]CC)=[O:59])=[CH:53][CH:52]=3)=[CH:47][CH:46]=2)(=[O:44])=[O:43])[CH2:40][CH2:39]1.O.[OH-].[Li+]. The catalyst is O1CCCC1.C(O)C.O. The product is [CH:38]1([CH2:41][S:42]([C:45]2[CH:50]=[CH:49][C:48]([C:51]3[CH:52]=[CH:53][C:54]([C:57]([CH3:64])([CH3:63])[C:58]([OH:60])=[O:59])=[CH:55][CH:56]=3)=[CH:47][CH:46]=2)(=[O:43])=[O:44])[CH2:39][CH2:40]1. The yield is 1.00. (4) The reactants are [CH3:1][N:2]1[C:6]([CH2:7][NH:8][C:9]([C:11]2[S:15][C:14]([C:16]([O:18]C)=O)=[CH:13][CH:12]=2)=[O:10])=[CH:5][CH:4]=[N:3]1.O.[NH2:21][NH2:22]. The catalyst is CO. The product is [CH3:1][N:2]1[C:6]([CH2:7][NH:8][C:9]([C:11]2[S:15][C:14]([C:16]([NH:21][NH2:22])=[O:18])=[CH:13][CH:12]=2)=[O:10])=[CH:5][CH:4]=[N:3]1. The yield is 0.490.